This data is from Forward reaction prediction with 1.9M reactions from USPTO patents (1976-2016). The task is: Predict the product of the given reaction. (1) Given the reactants [N:1]1([C:8]([CH:10]2[CH2:15][CH2:14][O:13][CH2:12][CH2:11]2)=[O:9])[CH2:7][CH2:6][CH2:5][NH:4][CH2:3][CH2:2]1.Cl[C:17]1[S:18][C:19]2[CH:25]=[C:24]([CH3:26])[CH:23]=[CH:22][C:20]=2[N:21]=1.C(N(CC)C(C)C)(C)C, predict the reaction product. The product is: [CH3:26][C:24]1[CH:23]=[CH:22][C:20]2[N:21]=[C:17]([N:4]3[CH2:5][CH2:6][CH2:7][N:1]([C:8]([CH:10]4[CH2:15][CH2:14][O:13][CH2:12][CH2:11]4)=[O:9])[CH2:2][CH2:3]3)[S:18][C:19]=2[CH:25]=1. (2) Given the reactants C(OC([C:11]1[C:19]2[C:14](=[CH:15][CH:16]=[C:17](CCOS(C)(=O)=O)[CH:18]=2)[NH:13][C:12]=1C)=O)C1C=CC=CC=1.C([N:31](C1CCNC1)C)(=O)C, predict the reaction product. The product is: [NH:13]1[C:14]2[C:19](=[CH:18][CH:17]=[CH:16][CH:15]=2)[CH:11]=[C:12]1[NH2:31]. (3) Given the reactants Br[C:2]1[CH:3]=[N:4][N:5]2[C:10]([C:11]3[CH:12]=[C:13]([NH:17][C:18](=[O:29])[C:19]4[CH:24]=[CH:23][CH:22]=[C:21]([C:25]([F:28])([F:27])[F:26])[CH:20]=4)[CH:14]=[CH:15][CH:16]=3)=[CH:9][CH:8]=[N:7][C:6]=12.CC1(C)C(C)(C)OB([C:38]2[CH:39]=[CH:40][C:41]([NH:44][C:45](=[O:47])[CH3:46])=[N:42][CH:43]=2)O1, predict the reaction product. The product is: [C:45]([NH:44][C:41]1[N:42]=[CH:43][C:38]([C:2]2[CH:3]=[N:4][N:5]3[C:10]([C:11]4[CH:12]=[C:13]([NH:17][C:18](=[O:29])[C:19]5[CH:24]=[CH:23][CH:22]=[C:21]([C:25]([F:28])([F:27])[F:26])[CH:20]=5)[CH:14]=[CH:15][CH:16]=4)=[CH:9][CH:8]=[N:7][C:6]=23)=[CH:39][CH:40]=1)(=[O:47])[CH3:46]. (4) Given the reactants [NH2:1][C:2]1[C:11]2[N:10]=[CH:9][C:8]([CH2:12][CH2:13][C:14]3[CH:19]=[CH:18][C:17]([C:20](=O)[CH3:21])=[CH:16][CH:15]=3)=[CH:7][C:6]=2[C:5]2[CH:23]=[CH:24][C:25]([CH3:27])=[CH:26][C:4]=2[N:3]=1.[CH3:28][N:29]([CH3:34])[CH2:30][CH:31]([NH2:33])[CH3:32].C(O)(C(F)(F)F)=O, predict the reaction product. The product is: [NH2:1][C:2]1[C:11]2[N:10]=[CH:9][C:8]([CH2:12][CH2:13][C:14]3[CH:19]=[CH:18][C:17]([CH:20]([NH:33][CH:31]([CH3:32])[CH2:30][N:29]([CH3:34])[CH3:28])[CH3:21])=[CH:16][CH:15]=3)=[CH:7][C:6]=2[C:5]2[CH:23]=[CH:24][C:25]([CH3:27])=[CH:26][C:4]=2[N:3]=1. (5) Given the reactants [F:1][C:2]1(B(O)O)[CH:7]=[CH:6][CH:5]=[CH:4][NH:3]1.I[C:12]1[CH:17]=[CH:16][CH:15]=[CH:14][C:13]=1[C:18]([N:20]1[C@H:25]([CH3:26])[C@@H:24]2[CH2:27][C@H:21]1[C@H:22]([O:28][C:29]1[CH:34]=[CH:33][C:32]([C:35]([F:38])([F:37])[F:36])=[CH:31][N:30]=1)[CH2:23]2)=[O:19], predict the reaction product. The product is: [F:1][C:2]1[N:3]=[C:4]([C:12]2[CH:17]=[CH:16][CH:15]=[CH:14][C:13]=2[C:18]([N:20]2[C@H:21]3[CH2:27][C@H:24]([CH2:23][C@H:22]3[O:28][C:29]3[CH:34]=[CH:33][C:32]([C:35]([F:38])([F:36])[F:37])=[CH:31][N:30]=3)[C@H:25]2[CH3:26])=[O:19])[CH:5]=[CH:6][CH:7]=1.